This data is from Full USPTO retrosynthesis dataset with 1.9M reactions from patents (1976-2016). The task is: Predict the reactants needed to synthesize the given product. Given the product [C:1]([O:5][C:6](=[O:35])[NH:7][C:8]1[CH2:13][N:12]([C:36](=[O:38])[CH3:37])[CH2:11][C:10]([C:17]2[CH:22]=[C:21]([NH:23][C:24]([C:26]3[C:31]([CH3:32])=[CH:30][C:29]([Br:33])=[CH:28][N:27]=3)=[O:25])[CH:20]=[CH:19][C:18]=2[F:34])([CH:14]([F:15])[F:16])[N:9]=1)([CH3:4])([CH3:2])[CH3:3], predict the reactants needed to synthesize it. The reactants are: [C:1]([O:5][C:6](=[O:35])[NH:7][C:8]1[CH2:13][NH:12][CH2:11][C:10]([C:17]2[CH:22]=[C:21]([NH:23][C:24]([C:26]3[C:31]([CH3:32])=[CH:30][C:29]([Br:33])=[CH:28][N:27]=3)=[O:25])[CH:20]=[CH:19][C:18]=2[F:34])([CH:14]([F:16])[F:15])[N:9]=1)([CH3:4])([CH3:3])[CH3:2].[C:36](OC(=O)C)(=[O:38])[CH3:37].N1C=CC=CC=1.